Predict the product of the given reaction. From a dataset of Forward reaction prediction with 1.9M reactions from USPTO patents (1976-2016). (1) The product is: [CH2:1]([O:3][C:4]1[CH:9]=[C:8]([C:10]([O:12][CH2:13][CH3:14])=[O:11])[CH:7]=[C:6]([CH:30]=[CH2:31])[C:5]=1[C:23]1[CH:28]=[CH:27][C:26]([F:29])=[CH:25][CH:24]=1)[CH3:2]. Given the reactants [CH2:1]([O:3][C:4]1[CH:9]=[C:8]([C:10]([O:12][CH2:13][CH3:14])=[O:11])[CH:7]=[C:6](OS(C(F)(F)F)(=O)=O)[C:5]=1[C:23]1[CH:28]=[CH:27][C:26]([F:29])=[CH:25][CH:24]=1)[CH3:2].[CH:30]([B-](F)(F)F)=[CH2:31].[K+].C(N(CC)CC)C.C(O)C, predict the reaction product. (2) Given the reactants [CH3:1][N:2]([CH3:18])[CH2:3][CH2:4][CH2:5][N:6]1[C:14]2[C:9](=[CH:10][CH:11]=[C:12]([N+:15]([O-])=O)[CH:13]=2)[CH:8]=[N:7]1.[Cl-].[NH4+], predict the reaction product. The product is: [CH3:18][N:2]([CH3:1])[CH2:3][CH2:4][CH2:5][N:6]1[C:14]2[C:9](=[CH:10][CH:11]=[C:12]([NH2:15])[CH:13]=2)[CH:8]=[N:7]1. (3) Given the reactants [CH3:1][O:2][C:3](=[O:24])[CH2:4][CH:5]1[CH2:10][CH2:9][CH:8]([C:11]2[CH:16]=[CH:15][C:14]([C:17]3[CH:22]=[CH:21][C:20]([NH2:23])=[CH:19][N:18]=3)=[CH:13][CH:12]=2)[CH2:7][CH2:6]1.[F:25][C:26]1[CH:27]=[C:28](B(O)O)[CH:29]=[CH:30][CH:31]=1.N1C=CC=CC=1, predict the reaction product. The product is: [CH3:1][O:2][C:3](=[O:24])[CH2:4][CH:5]1[CH2:10][CH2:9][CH:8]([C:11]2[CH:16]=[CH:15][C:14]([C:17]3[CH:22]=[CH:21][C:20]([NH:23][C:30]4[CH:29]=[CH:28][CH:27]=[C:26]([F:25])[CH:31]=4)=[CH:19][N:18]=3)=[CH:13][CH:12]=2)[CH2:7][CH2:6]1. (4) Given the reactants Cl[C:2]1[N:7]=[C:6]([CH2:8][CH2:9][C:10]2[CH:15]=[CH:14][CH:13]=[CH:12][C:11]=2[N:16]([CH3:21])[S:17]([CH3:20])(=[O:19])=[O:18])[CH:5]=[CH:4][N:3]=1.[NH2:22][C:23]1[CH:24]=[C:25]2[C:30](=[CH:31][CH:32]=1)[NH:29][C:28](=[O:33])[CH2:27][CH2:26]2, predict the reaction product. The product is: [CH3:21][N:16]([C:11]1[CH:12]=[CH:13][CH:14]=[CH:15][C:10]=1[CH2:9][CH2:8][C:6]1[CH:5]=[CH:4][N:3]=[C:2]([NH:22][C:23]2[CH:24]=[C:25]3[C:30](=[CH:31][CH:32]=2)[NH:29][C:28](=[O:33])[CH2:27][CH2:26]3)[N:7]=1)[S:17]([CH3:20])(=[O:19])=[O:18]. (5) Given the reactants I[C:2]1[C:7](=[O:8])[N:6]2[CH:9]=[CH:10][S:11][C:5]2=[N:4][C:3]=1[CH3:12].C([O-])([O-])=O.[Na+].[Na+].[F:19][C:20]1[CH:21]=[C:22](B(O)O)[CH:23]=[C:24]([F:26])[CH:25]=1, predict the reaction product. The product is: [F:19][C:20]1[CH:21]=[C:22]([C:2]2[C:7](=[O:8])[N:6]3[CH:9]=[CH:10][S:11][C:5]3=[N:4][C:3]=2[CH3:12])[CH:23]=[C:24]([F:26])[CH:25]=1. (6) Given the reactants [CH2:1]([O:3][C:4]([C:6]1[S:10][C:9](Br)=[N:8][C:7]=1[CH2:12][N:13]([CH2:20][C:21]1[CH:26]=[CH:25][C:24]([O:27][CH3:28])=[CH:23][C:22]=1[O:29][CH3:30])[CH2:14][C:15]([O:17][CH2:18][CH3:19])=[O:16])=[O:5])[CH3:2].[S:31]1[C:35]2[CH:36]=[CH:37][CH:38]=[CH:39][C:34]=2[C:33](B(O)O)=[CH:32]1, predict the reaction product. The product is: [CH2:1]([O:3][C:4]([C:6]1[S:10][C:9]([C:33]2[C:34]3[CH:39]=[CH:38][CH:37]=[CH:36][C:35]=3[S:31][CH:32]=2)=[N:8][C:7]=1[CH2:12][N:13]([CH2:20][C:21]1[CH:26]=[CH:25][C:24]([O:27][CH3:28])=[CH:23][C:22]=1[O:29][CH3:30])[CH2:14][C:15]([O:17][CH2:18][CH3:19])=[O:16])=[O:5])[CH3:2]. (7) Given the reactants [CH2:1]([N:8]([CH2:28][C:29]1[CH:34]=[CH:33][C:32]([O:35][CH3:36])=[CH:31][CH:30]=1)[S:9]([C:12]1[CH:27]=[CH:26][C:15]([C:16]([O:18]CC2C=CC=CC=2)=[O:17])=[CH:14][CH:13]=1)(=[O:11])=[O:10])[C:2]1[CH:7]=[CH:6][CH:5]=[CH:4][CH:3]=1.[OH-].[Na+].Cl, predict the reaction product. The product is: [CH2:1]([N:8]([CH2:28][C:29]1[CH:34]=[CH:33][C:32]([O:35][CH3:36])=[CH:31][CH:30]=1)[S:9]([C:12]1[CH:27]=[CH:26][C:15]([C:16]([OH:18])=[O:17])=[CH:14][CH:13]=1)(=[O:11])=[O:10])[C:2]1[CH:7]=[CH:6][CH:5]=[CH:4][CH:3]=1. (8) Given the reactants C([Mg]Cl)(C)C.[Li+].[Cl-].Br[C:9]1[CH:10]=[CH:11][C:12]([CH3:15])=[N:13][CH:14]=1.[C:16]([O:20][CH2:21][CH3:22])(=[O:19])[CH:17]=[O:18].C1(C)C=CC=CC=1, predict the reaction product. The product is: [OH:18][CH:17]([C:9]1[CH:14]=[N:13][C:12]([CH3:15])=[CH:11][CH:10]=1)[C:16]([O:20][CH2:21][CH3:22])=[O:19]. (9) The product is: [OH:4][CH2:5][CH2:6][O:7][C:8]1[C:9]([Se:22][C:23]2[CH:24]=[CH:25][C:26]([C:27]([OH:29])=[O:28])=[CH:32][CH:33]=2)=[CH:10][C:11]2[C:12]([CH3:21])([CH3:20])[CH2:13][CH2:14][C:15]([CH3:18])([CH3:19])[C:16]=2[CH:17]=1. Given the reactants C([O:4][CH2:5][CH2:6][O:7][C:8]1[C:9]([Se:22][C:23]2[CH:33]=[CH:32][C:26]([C:27]([O:29]CC)=[O:28])=[CH:25][CH:24]=2)=[CH:10][C:11]2[C:12]([CH3:21])([CH3:20])[CH2:13][CH2:14][C:15]([CH3:19])([CH3:18])[C:16]=2[CH:17]=1)(=O)C.[OH-].[Na+], predict the reaction product. (10) Given the reactants [CH3:1][C:2]1[NH:3][C:4](=[O:26])[C:5]([CH2:11][C:12]2[CH:17]=[CH:16][C:15]([C:18]3[C:19]([C:24]#[N:25])=[CH:20][CH:21]=[CH:22][CH:23]=3)=[CH:14][CH:13]=2)=[C:6]([CH2:8][CH2:9][CH3:10])[N:7]=1.[CH2:27]([O:31][C:32]1[CH:37]=[CH:36][C:35](B(O)O)=[CH:34][CH:33]=1)[CH:28]([CH3:30])[CH3:29].C(N(CC)CC)C.N1C=CC=CC=1, predict the reaction product. The product is: [CH2:27]([O:31][C:32]1[CH:37]=[CH:36][C:35]([N:3]2[C:4](=[O:26])[C:5]([CH2:11][C:12]3[CH:17]=[CH:16][C:15]([C:18]4[C:19]([C:24]#[N:25])=[CH:20][CH:21]=[CH:22][CH:23]=4)=[CH:14][CH:13]=3)=[C:6]([CH2:8][CH2:9][CH3:10])[N:7]=[C:2]2[CH3:1])=[CH:34][CH:33]=1)[CH:28]([CH3:30])[CH3:29].